This data is from Reaction yield outcomes from USPTO patents with 853,638 reactions. The task is: Predict the reaction yield, written as a fraction of the theoretical maximum amount of product (1.0 means a 100% yield; for example, 0.34 means a 34% yield). (1) The reactants are [CH3:1][O:2][C:3]1[CH:19]=[C:18]2[C:6]([C:7](=[N:20]OC)[CH2:8][C:9]3([O:17]2)[CH2:12][CH:11]([C:13]([O:15][CH3:16])=[O:14])[CH2:10]3)=[CH:5][CH:4]=1.[H][H]. The catalyst is CO.[Ni]. The product is [NH2:20][CH:7]1[C:6]2[C:18](=[CH:19][C:3]([O:2][CH3:1])=[CH:4][CH:5]=2)[O:17][C:9]2([CH2:12][CH:11]([C:13]([O:15][CH3:16])=[O:14])[CH2:10]2)[CH2:8]1. The yield is 0.830. (2) The reactants are [OH-].[K+].[Br:3][C:4]1[CH:5]=[C:6]2[C:11]([NH:12][C@@H:13]3[CH2:17][CH2:16][C@:15]([CH3:22])([C:18]([O:20]C)=[O:19])[C:14]3([CH3:24])[CH3:23])=[C:10]([C:25](=[O:27])[NH2:26])[CH:9]=[N:8][N:7]2[CH:28]=1. The catalyst is C(O)C.C(OCC)(=O)C. The product is [Br:3][C:4]1[CH:5]=[C:6]2[C:11]([NH:12][C@@H:13]3[CH2:17][CH2:16][C@:15]([CH3:22])([C:18]([OH:20])=[O:19])[C:14]3([CH3:24])[CH3:23])=[C:10]([C:25](=[O:27])[NH2:26])[CH:9]=[N:8][N:7]2[CH:28]=1. The yield is 0.890. (3) The reactants are [C:1]1(=O)[C:13]2[NH:12][C:11]3[C:6](=[CH:7][CH:8]=[CH:9][CH:10]=3)[C:5]=2[CH2:4][CH2:3][CH2:2]1.C(O[BH-](OC(=O)C)OC(=O)C)(=O)C.[Na+].C(O)(=O)C.[CH2:33]([NH2:40])[C:34]1[CH:39]=[CH:38][CH:37]=[CH:36][CH:35]=1.[ClH:41]. The catalyst is ClC(Cl)C.C(OCC)C. The product is [ClH:41].[CH2:33]([NH:40][CH:1]1[C:13]2[NH:12][C:11]3[C:6](=[CH:7][CH:8]=[CH:9][CH:10]=3)[C:5]=2[CH2:4][CH2:3][CH2:2]1)[C:34]1[CH:39]=[CH:38][CH:37]=[CH:36][CH:35]=1. The yield is 0.350. (4) The reactants are N([O-])=O.[Na+].S(=O)(=O)(O)O.N[C:11]1[CH:12]=[C:13]([CH:18]=[CH:19][C:20]=1[CH2:21][CH3:22])[C:14]([O:16][CH3:17])=[O:15].[ClH:23]. The catalyst is C(O)(=O)C.Cl[Cu]. The product is [Cl:23][C:11]1[CH:12]=[C:13]([CH:18]=[CH:19][C:20]=1[CH2:21][CH3:22])[C:14]([O:16][CH3:17])=[O:15]. The yield is 0.380. (5) The reactants are [NH2:1][N:2]1[CH:6]=[CH:5][CH:4]=[C:3]1[C:7]([NH:9][C:10]1[CH:15]=[CH:14][CH:13]=[CH:12][CH:11]=1)=[O:8].[C:16]([O:20][C:21]([NH:23][C@@H:24]([CH3:28])[C:25](O)=[O:26])=[O:22])([CH3:19])([CH3:18])[CH3:17].CCN=C=NCCCN(C)C.Cl. The catalyst is CN(C=O)C. The product is [O:26]=[C:25]([NH:1][N:2]1[CH:6]=[CH:5][CH:4]=[C:3]1[C:7](=[O:8])[NH:9][C:10]1[CH:15]=[CH:14][CH:13]=[CH:12][CH:11]=1)[C@@H:24]([NH:23][C:21](=[O:22])[O:20][C:16]([CH3:19])([CH3:18])[CH3:17])[CH3:28]. The yield is 0.600. (6) The reactants are CC1(C)COB([C:8]2[C:17]([CH2:18][O:19][C:20]3[CH:25]=[C:24]([F:26])[CH:23]=[CH:22][C:21]=3[CH3:27])=[C:16]3[C:11]([NH:12][C:13]([CH3:31])([CH3:30])[C:14](=[O:29])[N:15]3[CH3:28])=[CH:10][CH:9]=2)OC1.[N+:33]([C:36]1[CH:41]=[CH:40][CH:39]=[CH:38][C:37]=1I)([O-:35])=[O:34].C(=O)([O-])O.[Na+].CN(C)C=O. The catalyst is C1C=CC([P]([Pd]([P](C2C=CC=CC=2)(C2C=CC=CC=2)C2C=CC=CC=2)([P](C2C=CC=CC=2)(C2C=CC=CC=2)C2C=CC=CC=2)[P](C2C=CC=CC=2)(C2C=CC=CC=2)C2C=CC=CC=2)(C2C=CC=CC=2)C2C=CC=CC=2)=CC=1.O.C(OCC)(=O)C. The product is [F:26][C:24]1[CH:23]=[CH:22][C:21]([CH3:27])=[C:20]([CH:25]=1)[O:19][CH2:18][C:17]1[C:8]([C:37]2[CH:38]=[CH:39][CH:40]=[CH:41][C:36]=2[N+:33]([O-:35])=[O:34])=[CH:9][CH:10]=[C:11]2[C:16]=1[N:15]([CH3:28])[C:14](=[O:29])[C:13]([CH3:31])([CH3:30])[NH:12]2. The yield is 0.610. (7) The reactants are C(OC(=O)[NH:7][CH2:8][CH2:9][N:10]([C:25](=[O:28])[CH2:26]Cl)[CH2:11][C:12]1[CH:17]=[CH:16][C:15]([N+:18]([O-:20])=[O:19])=[CH:14][C:13]=1[C:21]([F:24])([F:23])[F:22])(C)(C)C.CC#N.C([O-])([O-])=O.[Cs+].[Cs+]. The catalyst is C(Cl)Cl.C(O)(C(F)(F)F)=O.O. The product is [N+:18]([C:15]1[CH:16]=[CH:17][C:12]([CH2:11][N:10]2[CH2:9][CH2:8][NH:7][CH2:26][C:25]2=[O:28])=[C:13]([C:21]([F:23])([F:22])[F:24])[CH:14]=1)([O-:20])=[O:19]. The yield is 0.320. (8) The reactants are [C:1]([N:5]1[CH2:10][CH2:9][N:8]([C:11](OC(C)(C)C)=[O:12])[C@@H:7]([C:18]([N:20]2[CH2:25][CH2:24][NH:23][CH2:22][CH2:21]2)=[O:19])[CH2:6]1)([CH3:4])([CH3:3])[CH3:2].[C:26]([C:28]1[CH:33]=[CH:32][C:31]([NH:34][C:35](=O)[O:36]C2C=CC=CC=2)=[CH:30][C:29]=1[C:44]([F:47])([F:46])[F:45])#[N:27]. The catalyst is C(Cl)Cl. The product is [NH3:5].[CH3:11][OH:12].[C:1]([N:5]1[CH2:10][CH2:9][NH:8][C@@H:7]([C:18]([N:20]2[CH2:25][CH2:24][N:23]([C:35]([NH:34][C:31]3[CH:32]=[CH:33][C:28]([C:26]#[N:27])=[C:29]([C:44]([F:45])([F:47])[F:46])[CH:30]=3)=[O:36])[CH2:22][CH2:21]2)=[O:19])[CH2:6]1)([CH3:4])([CH3:2])[CH3:3]. The yield is 0.100. (9) The reactants are [C:1](/[CH:3]=[CH:4]/[S:5]([C:8]1[CH:13]=[CH:12][C:11]([C:14]([CH3:19])([CH3:18])[C:15]([OH:17])=O)=[CH:10][CH:9]=1)(=[O:7])=[O:6])#[N:2].[C:20]1([CH2:26][CH2:27][NH2:28])[CH:25]=[CH:24][CH:23]=[CH:22][CH:21]=1.Cl.CN(C)CCCN=C=NCC.ON1C2C=CC=CC=2N=N1. The catalyst is C(Cl)Cl. The product is [C:1](/[CH:3]=[CH:4]/[S:5]([C:8]1[CH:9]=[CH:10][C:11]([C:14]([CH3:19])([CH3:18])[C:15]([NH:28][CH2:27][CH2:26][C:20]2[CH:25]=[CH:24][CH:23]=[CH:22][CH:21]=2)=[O:17])=[CH:12][CH:13]=1)(=[O:6])=[O:7])#[N:2]. The yield is 0.380. (10) The reactants are [N+:1]([C:4]1[N:5]=[CH:6][N:7]([CH2:9][C:10]#[CH:11])[CH:8]=1)([O-:3])=[O:2].[N:12]([CH:15]([CH2:18][F:19])[CH2:16][OH:17])=[N+:13]=[N-:14].CC(O)(C)C.O=C1O[C@H]([C@H](CO)O)C([O-])=C1O.[Na+]. The catalyst is C1COCC1.C(Cl)Cl.[O-]S([O-])(=O)=O.[Cu+2].O.O. The product is [F:19][CH2:18][CH:15]([N:12]1[CH:11]=[C:10]([CH2:9][N:7]2[CH:8]=[C:4]([N+:1]([O-:3])=[O:2])[N:5]=[CH:6]2)[N:14]=[N:13]1)[CH2:16][OH:17]. The yield is 0.550.